From a dataset of CYP2C9 inhibition data for predicting drug metabolism from PubChem BioAssay. Regression/Classification. Given a drug SMILES string, predict its absorption, distribution, metabolism, or excretion properties. Task type varies by dataset: regression for continuous measurements (e.g., permeability, clearance, half-life) or binary classification for categorical outcomes (e.g., BBB penetration, CYP inhibition). Dataset: cyp2c9_veith. (1) The drug is COc1ccc(C(=O)NN)cc1COc1ccc(Br)cc1. The result is 1 (inhibitor). (2) The molecule is COC(=O)[C@H](C)NC(=O)C/C=C\[C@@H](C)[C@@H](CO)OC. The result is 0 (non-inhibitor). (3) The compound is Cc1ccc(Nc2nc(Cl)nc(N(C)C#N)n2)cc1. The result is 1 (inhibitor). (4) The molecule is CC1=NCC[N@@+]1(CCc1ccccc1)Cc1ccccc1. The result is 0 (non-inhibitor).